This data is from NCI-60 drug combinations with 297,098 pairs across 59 cell lines. The task is: Regression. Given two drug SMILES strings and cell line genomic features, predict the synergy score measuring deviation from expected non-interaction effect. (1) Drug 1: C1=C(C(=O)NC(=O)N1)F. Drug 2: C1=NC(=NC(=O)N1C2C(C(C(O2)CO)O)O)N. Cell line: M14. Synergy scores: CSS=43.9, Synergy_ZIP=6.68, Synergy_Bliss=5.44, Synergy_Loewe=6.39, Synergy_HSA=6.47. (2) Drug 1: C1=NNC2=C1C(=O)NC=N2. Drug 2: CC(C)CN1C=NC2=C1C3=CC=CC=C3N=C2N. Cell line: HS 578T. Synergy scores: CSS=2.83, Synergy_ZIP=-1.38, Synergy_Bliss=-2.18, Synergy_Loewe=-1.61, Synergy_HSA=-1.41. (3) Drug 1: C1CCC(CC1)NC(=O)N(CCCl)N=O. Drug 2: CC(C)(C#N)C1=CC(=CC(=C1)CN2C=NC=N2)C(C)(C)C#N. Cell line: MDA-MB-231. Synergy scores: CSS=21.3, Synergy_ZIP=-2.60, Synergy_Bliss=2.58, Synergy_Loewe=2.58, Synergy_HSA=2.74. (4) Drug 1: CC1=CC2C(CCC3(C2CCC3(C(=O)C)OC(=O)C)C)C4(C1=CC(=O)CC4)C. Drug 2: C1CC(=O)NC(=O)C1N2C(=O)C3=CC=CC=C3C2=O. Cell line: COLO 205. Synergy scores: CSS=-3.53, Synergy_ZIP=0.548, Synergy_Bliss=-7.41, Synergy_Loewe=-6.81, Synergy_HSA=-8.80.